Task: Predict the reactants needed to synthesize the given product.. Dataset: Retrosynthesis with 50K atom-mapped reactions and 10 reaction types from USPTO Given the product Cc1cc(-c2ccc(O)c(F)c2)no1, predict the reactants needed to synthesize it. The reactants are: COc1ccc(-c2cc(C)on2)cc1F.